Dataset: Reaction yield outcomes from USPTO patents with 853,638 reactions. Task: Predict the reaction yield, written as a fraction of the theoretical maximum amount of product (1.0 means a 100% yield; for example, 0.34 means a 34% yield). The reactants are C1(/C=[N:8]/[C:9]2[CH:10]=[CH:11][CH:12]=[C:13]3[C:18]=2[CH:17]=[C:16]([OH:19])[CH:15]=[CH:14]3)C=CC=CC=1.[CH3:20]I.[OH-].[Na+]. The catalyst is CC(C)=O. The product is [CH3:20][O:19][C:16]1[CH:17]=[C:18]2[C:13]([CH:12]=[CH:11][CH:10]=[C:9]2[NH2:8])=[CH:14][CH:15]=1. The yield is 0.930.